Dataset: Forward reaction prediction with 1.9M reactions from USPTO patents (1976-2016). Task: Predict the product of the given reaction. Given the reactants [CH:1]([C:4]1[CH:9]=[CH:8][C:7]([C:10]2[N:11]=[C:12]([NH:15][S:16]([C:19]3[CH:24]=[C:23]([O:25][CH3:26])[CH:22]=[CH:21][C:20]=3[O:27][CH3:28])(=[O:18])=[O:17])[S:13][CH:14]=2)=[CH:6][CH:5]=1)([CH3:3])[CH3:2].Br[CH2:30][C:31]([O:33][C:34]([CH3:37])([CH3:36])[CH3:35])=[O:32].C(=O)([O-])[O-].[K+].[K+], predict the reaction product. The product is: [C:34]([O:33][C:31](=[O:32])[CH2:30][N:15]([S:16]([C:19]1[CH:24]=[C:23]([O:25][CH3:26])[CH:22]=[CH:21][C:20]=1[O:27][CH3:28])(=[O:18])=[O:17])[C:12]1[S:13][CH:14]=[C:10]([C:7]2[CH:8]=[CH:9][C:4]([CH:1]([CH3:3])[CH3:2])=[CH:5][CH:6]=2)[N:11]=1)([CH3:37])([CH3:36])[CH3:35].